The task is: Predict the reactants needed to synthesize the given product.. This data is from Full USPTO retrosynthesis dataset with 1.9M reactions from patents (1976-2016). (1) Given the product [CH3:8][N:5]1[C:6]([CH3:7])=[C:2]([B:19]2[O:23][C:22]([CH3:25])([CH3:24])[C:21]([CH3:27])([CH3:26])[O:20]2)[C:3]([CH3:9])=[N:4]1, predict the reactants needed to synthesize it. The reactants are: Br[C:2]1[C:3]([CH3:9])=[N:4][N:5]([CH3:8])[C:6]=1[CH3:7].C([Li])CCC.C(O[B:19]1[O:23][C:22]([CH3:25])([CH3:24])[C:21]([CH3:27])([CH3:26])[O:20]1)(C)C.C(OCC)(=O)C. (2) The reactants are: C(Cl)CCl.C1C=NC2N(O)N=NC=2C=1.[CH2:15]([C:18]1[C:26]([N:27]([C@H:30]2[CH2:35][CH2:34][C@H:33]([NH:36][C:37]([O:39][C:40]([CH3:43])([CH3:42])[CH3:41])=[O:38])[CH2:32][CH2:31]2)[CH2:28][CH3:29])=[CH:25][CH:24]=[CH:23][C:19]=1[C:20](O)=[O:21])[CH:16]=[CH2:17].[CH3:44][O:45][C:46]1[C:51]([CH2:52][NH2:53])=[C:50]([CH2:54][CH2:55][CH2:56][CH:57]=[CH2:58])[CH:49]=[C:48]([CH3:59])[N:47]=1.CN1CCOCC1. Given the product [C:40]([O:39][C:37](=[O:38])[NH:36][C@H:33]1[CH2:34][CH2:35][C@H:30]([N:27]([C:26]2[CH:25]=[CH:24][CH:23]=[C:19]([C:20](=[O:21])[NH:53][CH2:52][C:51]3[C:46]([O:45][CH3:44])=[N:47][C:48]([CH3:59])=[CH:49][C:50]=3[CH2:54][CH2:55][CH2:56][CH:57]=[CH2:58])[C:18]=2[CH2:15][CH:16]=[CH2:17])[CH2:28][CH3:29])[CH2:31][CH2:32]1)([CH3:42])([CH3:43])[CH3:41], predict the reactants needed to synthesize it. (3) The reactants are: C(O[C:6](=O)[N:7]([CH2:9][C:10]([N:12]1[CH2:17][CH2:16][N:15]([C:18]2[C:23]([C:24]#[N:25])=[CH:22][CH:21]=[CH:20][N:19]=2)[CH2:14][CH2:13]1)=[O:11])C)(C)(C)C.FC(F)(F)C(O)=O. Given the product [CH3:6][NH:7][CH2:9][C:10]([N:12]1[CH2:17][CH2:16][N:15]([C:18]2[N:19]=[CH:20][CH:21]=[CH:22][C:23]=2[C:24]#[N:25])[CH2:14][CH2:13]1)=[O:11], predict the reactants needed to synthesize it. (4) Given the product [Br:1][C:2]1[CH:7]=[C:6]([NH2:8])[CH:5]=[C:4]([CH2:11][CH3:12])[N:3]=1, predict the reactants needed to synthesize it. The reactants are: [Br:1][C:2]1[CH:7]=[C:6]([N+:8]([O-])=O)[CH:5]=[C:4]([CH2:11][CH3:12])[N+:3]=1[O-]. (5) Given the product [Br:1][C:2]1[N:3]([CH2:28][O:29][CH2:30][CH2:31][Si:32]([CH3:35])([CH3:34])[CH3:33])[N:4]=[C:5]2[C:14]3[CH:13]=[CH:12][C:11]([C:15]4[CH:16]=[N:17][N:18]([CH2:55][O:54][CH2:53][CH2:52][Si:51]([CH3:58])([CH3:57])[CH3:50])[CH:19]=4)=[CH:10][C:9]=3[C:8]([C:20]3[C:21]([F:27])=[CH:22][CH:23]=[CH:24][C:25]=3[F:26])=[N:7][C:6]=12, predict the reactants needed to synthesize it. The reactants are: [Br:1][C:2]1[N:3]([CH2:28][O:29][CH2:30][CH2:31][Si:32]([CH3:35])([CH3:34])[CH3:33])[N:4]=[C:5]2[C:14]3[CH:13]=[CH:12][C:11]([C:15]4[CH:16]=[N:17][NH:18][CH:19]=4)=[CH:10][C:9]=3[C:8]([C:20]3[C:25]([F:26])=[CH:24][CH:23]=[CH:22][C:21]=3[F:27])=[N:7][C:6]=12.CN(C=O)C.C(N(C(C)C)CC)(C)C.[CH3:50][Si:51]([CH3:58])([CH3:57])[CH2:52][CH2:53][O:54][CH2:55]Cl. (6) Given the product [C:1]([C:3]1[C:8]([O:9][C:10]2[C:24]([O:25][C:26]3[CH:27]=[N:28][C:29]([S:32]([CH3:35])(=[O:33])=[O:34])=[CH:30][CH:31]=3)=[CH:23][C:13]3[NH:14][C:15]([C:17]4[CH:22]=[CH:21][NH:36][N:18]=4)=[N:16][C:12]=3[CH:11]=2)=[CH:7][CH:6]=[CH:5][N:4]=1)#[N:2], predict the reactants needed to synthesize it. The reactants are: [C:1]([C:3]1[C:8]([O:9][C:10]2[C:24]([O:25][C:26]3[CH:27]=[N:28][C:29]([S:32]([CH3:35])(=[O:34])=[O:33])=[CH:30][CH:31]=3)=[CH:23][C:13]3[NH:14][C:15]([C:17]4[CH:22]=[CH:21]C=C[N:18]=4)=[N:16][C:12]=3[CH:11]=2)=[CH:7][CH:6]=[CH:5][N:4]=1)#[N:2].[NH:36]1C=CC(C=O)=N1. (7) Given the product [Br:1][C:2]1[CH:7]=[CH:6][C:5]([CH2:8][NH:15][CH3:14])=[C:4]([S:10]([CH3:13])(=[O:12])=[O:11])[CH:3]=1, predict the reactants needed to synthesize it. The reactants are: [Br:1][C:2]1[CH:7]=[CH:6][C:5]([CH2:8]Br)=[C:4]([S:10]([CH3:13])(=[O:12])=[O:11])[CH:3]=1.[CH3:14][NH2:15].CO.